From a dataset of Catalyst prediction with 721,799 reactions and 888 catalyst types from USPTO. Predict which catalyst facilitates the given reaction. (1) Reactant: [Cr](Cl)([O-])(=O)=O.[NH+]1C=CC=CC=1.[Cl:12][C:13]1[CH:14]=[CH:15][C:16]([CH2:26][OH:27])=[C:17]([NH:19][C:20](=[O:25])[C:21]([CH3:24])([CH3:23])[CH3:22])[CH:18]=1. Product: [Cl:12][C:13]1[CH:14]=[CH:15][C:16]([CH:26]=[O:27])=[C:17]([NH:19][C:20](=[O:25])[C:21]([CH3:22])([CH3:23])[CH3:24])[CH:18]=1. The catalyst class is: 2. (2) Reactant: [CH2:1]([O:3][C:4]1[CH:9]=[CH:8][C:7](C2CCC(C=O)CC2)=[C:6]([F:18])[C:5]=1[F:19])[CH3:2].C[C:21](C)=[O:22].CC(C)=[O:26].OS(O)(=O)=O.O=[Cr](=O)=O.C1(C)C=CC=CC=1. Product: [CH2:1]([O:3][C:4]1([C:21]([OH:22])=[O:26])[CH2:9][CH2:8][CH2:7][C@@H:6]([F:18])[C@@H:5]1[F:19])[CH3:2]. The catalyst class is: 6. (3) Reactant: Br[C:2]1[CH:3]=[C:4]([C:15]([O:17][CH2:18][CH3:19])=[O:16])[O:5][C:6]=1[C:7]1[CH:12]=[CH:11][CH:10]=[C:9]([C:13]#[N:14])[CH:8]=1.[Cl:20][C:21]1[CH:22]=[C:23](B(O)O)[CH:24]=[C:25]([F:27])[CH:26]=1.C(=O)([O-])[O-].[Cs+].[Cs+].C1(P(C2CCCCC2)C2C=CC=CC=2C2C(C(C)C)=CC(C(C)C)=CC=2C(C)C)CCCCC1. Product: [Cl:20][C:21]1[CH:22]=[C:23]([C:2]2[CH:3]=[C:4]([C:15]([O:17][CH2:18][CH3:19])=[O:16])[O:5][C:6]=2[C:7]2[CH:12]=[CH:11][CH:10]=[C:9]([C:13]#[N:14])[CH:8]=2)[CH:24]=[C:25]([F:27])[CH:26]=1. The catalyst class is: 848.